From a dataset of Catalyst prediction with 721,799 reactions and 888 catalyst types from USPTO. Predict which catalyst facilitates the given reaction. (1) Reactant: [NH2:1][C@H:2]([C:4]([OH:6])=[O:5])[CH3:3].C1COCC1.Cl[C:13]([O:15][CH3:16])=[O:14]. Product: [CH3:16][O:15][C:13]([NH:1][C@@H:2]([CH3:3])[C:4]([OH:6])=[O:5])=[O:14]. The catalyst class is: 813. (2) The catalyst class is: 20. Product: [C:9]([NH:12][C:13]1[CH:18]=[C:17]([C:19](=[O:20])[CH2:21][Br:1])[N:16]=[C:15]([C:24]([O:26][CH3:27])=[O:25])[C:14]=1[Cl:28])(=[O:11])[CH3:10]. Reactant: [Br:1]N1C(=O)CCC1=O.[C:9]([NH:12][C:13]1[CH:18]=[C:17]([C:19]([O:21]CC)=[CH2:20])[N:16]=[C:15]([C:24]([O:26][CH3:27])=[O:25])[C:14]=1[Cl:28])(=[O:11])[CH3:10]. (3) Reactant: [Cl:1][C:2]1[C:3]([N:8]2[CH:12]([C:13]([O:15][CH2:16][CH3:17])=[O:14])[CH2:11][C:10](=O)[NH:9]2)=[N:4][CH:5]=[CH:6][CH:7]=1.P(Br)(Br)([Br:21])=O.C(=O)(O)[O-].[Na+].O. Product: [Br:21][C:10]1[CH2:11][CH:12]([C:13]([O:15][CH2:16][CH3:17])=[O:14])[N:8]([C:3]2[C:2]([Cl:1])=[CH:7][CH:6]=[CH:5][N:4]=2)[N:9]=1. The catalyst class is: 4. (4) Reactant: [NH2:1][C:2]1[C:7]([OH:8])=[CH:6][C:5]([Br:9])=[CH:4][N:3]=1.[F-].[K+].Br[C:13]([CH3:24])([C:19](OCC)=[O:20])[C:14]([O:16][CH2:17][CH3:18])=[O:15]. Product: [Br:9][C:5]1[CH:4]=[N:3][C:2]2[NH:1][C:19](=[O:20])[C:13]([CH3:24])([C:14]([O:16][CH2:17][CH3:18])=[O:15])[O:8][C:7]=2[CH:6]=1. The catalyst class is: 3. (5) Reactant: C1C=CC(P(C2C=CC=CC=2)C2C=CC=CC=2)=CC=1.CCOC(/N=N/C(OCC)=O)=O.[Cl:32][C:33]1[C:34](=[O:48])[N:35]([CH2:41][C:42]2[CH:43]=[N:44][CH:45]=[CH:46][CH:47]=2)[C:36]([CH3:40])=[CH:37][C:38]=1[OH:39].[F:49][C:50]1[CH:57]=[C:56]([F:58])[CH:55]=[CH:54][C:51]=1[CH2:52]O. Product: [Cl:32][C:33]1[C:34](=[O:48])[N:35]([CH2:41][C:42]2[CH:43]=[N:44][CH:45]=[CH:46][CH:47]=2)[C:36]([CH3:40])=[CH:37][C:38]=1[O:39][CH2:52][C:51]1[CH:54]=[CH:55][C:56]([F:58])=[CH:57][C:50]=1[F:49]. The catalyst class is: 3. (6) Reactant: [Br:1][C:2]1[CH:7]=[C:6]([CH2:8]Br)[CH:5]=[CH:4][C:3]=1[O:10][C:11]1[CH:16]=[CH:15][C:14]([F:17])=[CH:13][C:12]=1[F:18].[CH3:19][S-:20].[Na+]. Product: [Br:1][C:2]1[CH:7]=[C:6]([CH:5]=[CH:4][C:3]=1[O:10][C:11]1[CH:16]=[CH:15][C:14]([F:17])=[CH:13][C:12]=1[F:18])[CH2:8][S:20][CH3:19]. The catalyst class is: 9. (7) Reactant: [N:1]([C:4]1[CH:9]=[CH:8][C:7]([F:10])=[CH:6][C:5]=1[CH:11]1[CH2:13][CH2:12]1)=[N+:2]=[N-:3].O=[C:15]([CH3:21])[CH2:16][C:17]([O:19]C)=[O:18].C[O-].[Na+].O. Product: [CH:11]1([C:5]2[CH:6]=[C:7]([F:10])[CH:8]=[CH:9][C:4]=2[N:1]2[C:15]([CH3:21])=[C:16]([C:17]([OH:19])=[O:18])[N:3]=[N:2]2)[CH2:13][CH2:12]1. The catalyst class is: 5. (8) Reactant: [CH3:1][O:2][C:3]1[CH:8]=[CH:7][CH:6]=[CH:5][C:4]=1[C:9]1[C:17]2[C:12](=[N:13][CH:14]=[C:15]([C:18]3[CH:19]=[C:20]([CH:24]=[CH:25][CH:26]=3)[C:21](O)=[O:22])[CH:16]=2)[NH:11][N:10]=1.C1CCC(N=C=NC2CCCCC2)CC1.[CH3:42][N:43]1[CH2:48][CH2:47][NH:46][CH2:45][CH2:44]1. Product: [CH3:1][O:2][C:3]1[CH:8]=[CH:7][CH:6]=[CH:5][C:4]=1[C:9]1[C:17]2[C:12](=[N:13][CH:14]=[C:15]([C:18]3[CH:19]=[C:20]([C:21]([N:46]4[CH2:47][CH2:48][N:43]([CH3:42])[CH2:44][CH2:45]4)=[O:22])[CH:24]=[CH:25][CH:26]=3)[CH:16]=2)[NH:11][N:10]=1. The catalyst class is: 3. (9) Reactant: Cl[C:2]1[N:11]=[C:10]([NH:12][NH2:13])[C:9]2[C:4](=[CH:5][CH:6]=[C:7]([Cl:14])[CH:8]=2)[N:3]=1.[NH:15]1[CH2:20][CH2:19][NH:18][CH2:17][CH2:16]1. Product: [Cl:14][C:7]1[CH:8]=[C:9]2[C:4](=[CH:5][CH:6]=1)[N:3]=[C:2]([N:15]1[CH2:20][CH2:19][NH:18][CH2:17][CH2:16]1)[N:11]=[C:10]2[NH:12][NH2:13]. The catalyst class is: 8.